From a dataset of Full USPTO retrosynthesis dataset with 1.9M reactions from patents (1976-2016). Predict the reactants needed to synthesize the given product. (1) Given the product [CH:1]([O:4][C:5](=[O:21])[NH:6][C@@H:7]1[CH2:20][C:10]2[N:11]([CH2:38][C:33]3[C:32]([O:31][CH2:28][CH:29]=[CH2:30])=[CH:37][CH:36]=[CH:35][N:34]=3)[C:12]3[CH:13]=[CH:14][C:15]([C:18]#[N:19])=[CH:16][C:17]=3[C:9]=2[CH2:8]1)([CH3:3])[CH3:2], predict the reactants needed to synthesize it. The reactants are: [CH:1]([O:4][C:5](=[O:21])[NH:6][C@@H:7]1[CH2:20][C:10]2[NH:11][C:12]3[CH:13]=[CH:14][C:15]([C:18]#[N:19])=[CH:16][C:17]=3[C:9]=2[CH2:8]1)([CH3:3])[CH3:2].C(=O)([O-])[O-].[Cs+].[Cs+].[CH2:28]([O:31][C:32]1[C:33]([CH2:38]Cl)=[N:34][CH:35]=[CH:36][CH:37]=1)[CH:29]=[CH2:30].O. (2) Given the product [ClH:19].[CH2:1]([C:3]1[C:4]([CH2:9][S:10][C:11]2[N:16]=[C:15]([OH:17])[CH:14]=[C:13]([CH3:18])[N:12]=2)=[N:5][N:6]([CH3:8])[CH:7]=1)[CH3:2], predict the reactants needed to synthesize it. The reactants are: [CH2:1]([C:3]1[C:4]([CH2:9][S:10][C:11]2[N:16]=[C:15]([OH:17])[CH:14]=[C:13]([CH3:18])[N:12]=2)=[N:5][N:6]([CH3:8])[CH:7]=1)[CH3:2].[ClH:19].O1CCOCC1. (3) Given the product [CH2:24]([O:16][C:15](=[O:17])[C@H:14]([OH:18])[CH2:13][CH2:12][NH:11][C:9]([O:8][CH2:1][C:2]1[CH:3]=[CH:4][CH:5]=[CH:6][CH:7]=1)=[O:10])[CH3:25], predict the reactants needed to synthesize it. The reactants are: [CH2:1]([O:8][C:9]([NH:11][CH2:12][CH2:13][C@@H:14]([OH:18])[C:15]([OH:17])=[O:16])=[O:10])[C:2]1[CH:7]=[CH:6][CH:5]=[CH:4][CH:3]=1.S(=O)(=O)(O)O.[CH3:24][CH2:25]O. (4) Given the product [OH:24][C:6]1[C:5](=[O:34])[CH:4]=[C:3]([CH2:2][OH:1])[N:8]([CH3:9])[C:7]=1[C:10]1[C:18]2[C:13](=[C:14]([CH2:19][CH:20]=[C:21]([CH3:23])[CH3:22])[CH:15]=[CH:16][CH:17]=2)[NH:12][CH:11]=1, predict the reactants needed to synthesize it. The reactants are: [OH:1][CH2:2][C:3]1[N:8]([CH3:9])[C:7]([C:10]2[C:18]3[C:13](=[C:14]([CH2:19][CH:20]=[C:21]([CH3:23])[CH3:22])[CH:15]=[CH:16][CH:17]=3)[NH:12][CH:11]=2)=[C:6]([O:24]CC2C=CC(OC)=CC=2)[C:5](=[O:34])[CH:4]=1.C(C1C(=O)C(Cl)=C(Cl)C(=O)C=1C#N)#N. (5) Given the product [CH:31]([N:27]1[C:26]([C:20]2[S:21][C:22]3[CH2:23][CH2:24][O:25][C:16]4[CH:15]=[C:14]([CH:11]5[CH2:12][CH2:13][NH:8][CH2:9][CH2:10]5)[CH:35]=[CH:34][C:17]=4[C:18]=3[N:19]=2)=[N:30][CH:29]=[N:28]1)([CH3:33])[CH3:32], predict the reactants needed to synthesize it. The reactants are: C(OC([N:8]1[CH2:13][CH2:12][CH:11]([C:14]2[CH:35]=[CH:34][C:17]3[C:18]4[N:19]=[C:20]([C:26]5[N:27]([CH:31]([CH3:33])[CH3:32])[N:28]=[CH:29][N:30]=5)[S:21][C:22]=4[CH2:23][CH2:24][O:25][C:16]=3[CH:15]=2)[CH2:10][CH2:9]1)=O)(C)(C)C.Cl.CCOCC. (6) Given the product [Br:1][C:2]1[CH:3]=[C:4]([CH:8]=[C:9]([C:11]([F:14])([F:13])[F:12])[CH:10]=1)[C:5]([NH2:17])=[O:6], predict the reactants needed to synthesize it. The reactants are: [Br:1][C:2]1[CH:3]=[C:4]([CH:8]=[C:9]([C:11]([F:14])([F:13])[F:12])[CH:10]=1)[C:5](O)=[O:6].CC[N:17]=C=NCCCN(C)C.ON1C(=O)CCC1=O.N.